Dataset: Forward reaction prediction with 1.9M reactions from USPTO patents (1976-2016). Task: Predict the product of the given reaction. (1) Given the reactants [CH2:1]([C:3]1[C:12]([CH3:13])=[C:11]([O:14]C(C2CC2)=O)[C:10]2[C:5](=[CH:6][C:7]([F:21])=[C:8]([F:20])[CH:9]=2)[N:4]=1)[CH3:2].[OH-].[Na+].Cl, predict the reaction product. The product is: [CH2:1]([C:3]1[C:12]([CH3:13])=[C:11]([OH:14])[C:10]2[C:5](=[CH:6][C:7]([F:21])=[C:8]([F:20])[CH:9]=2)[N:4]=1)[CH3:2]. (2) Given the reactants C1CCC(N=C=NC2CCCCC2)CC1.[CH2:16]([OH:19])[CH2:17][OH:18].[C:20]([NH:30][C@H:31]([C:35](O)=[O:36])[CH:32]([CH3:34])[CH3:33])([O:22][CH2:23][C:24]1[CH:29]=[CH:28][CH:27]=[CH:26][CH:25]=1)=[O:21], predict the reaction product. The product is: [C:20]([NH:30][C@H:31]([C:35]([O:18][CH2:17][CH2:16][OH:19])=[O:36])[CH:32]([CH3:34])[CH3:33])([O:22][CH2:23][C:24]1[CH:29]=[CH:28][CH:27]=[CH:26][CH:25]=1)=[O:21].